Dataset: Reaction yield outcomes from USPTO patents with 853,638 reactions. Task: Predict the reaction yield, written as a fraction of the theoretical maximum amount of product (1.0 means a 100% yield; for example, 0.34 means a 34% yield). (1) The reactants are [CH2:1]([N:3]1[C:9](=[O:10])[CH2:8][CH2:7][CH2:6][C:5]2[CH:11]=[CH:12][C:13]([N+:15]([O-])=O)=[CH:14][C:4]1=2)[CH3:2].O.NN. The catalyst is CCO.[Pd]. The product is [NH2:15][C:13]1[CH:12]=[CH:11][C:5]2[CH2:6][CH2:7][CH2:8][C:9](=[O:10])[N:3]([CH2:1][CH3:2])[C:4]=2[CH:14]=1. The yield is 1.00. (2) The catalyst is CO. The reactants are [O:1]=[C:2]1[NH:11][C:10]2[CH:9]=[C:8]([C:12]([O:14]C)=[O:13])[CH:7]=[CH:6][C:5]=2[N:4]2[CH2:16][CH2:17][CH2:18][CH2:19][CH:3]12.[Li+].[OH-].C1COCC1.O. The yield is 1.00. The product is [O:1]=[C:2]1[NH:11][C:10]2[CH:9]=[C:8]([C:12]([OH:14])=[O:13])[CH:7]=[CH:6][C:5]=2[N:4]2[CH2:16][CH2:17][CH2:18][CH2:19][CH:3]12. (3) The yield is 1.00. The reactants are [NH2:1][C:2]1[CH:7]=[C:6]([OH:8])[CH:5]=[CH:4][C:3]=1[S:9][C:10]1[CH:15]=[CH:14][C:13]([NH:16][C:17](=[O:19])[CH3:18])=[CH:12][CH:11]=1.Br[CH2:21][C:22]#[N:23].C(=O)([O-])[O-].[K+].[K+]. The product is [NH2:1][C:2]1[CH:7]=[C:6]([O:8][CH2:21][C:22]#[N:23])[CH:5]=[CH:4][C:3]=1[S:9][C:10]1[CH:15]=[CH:14][C:13]([NH:16][C:17](=[O:19])[CH3:18])=[CH:12][CH:11]=1. The catalyst is CN(C=O)C. (4) The reactants are [CH3:1][O:2][C:3]1[C:12]2[O:13][C:14]([CH3:17])([CH3:16])[CH2:15][C:11]=2[C:10]2[C:9]([C:18]3[CH:23]=[CH:22][CH:21]=[CH:20][CH:19]=3)=[N:8][C:7]([CH3:25])([CH3:24])[CH2:6][C:5]=2[C:4]=1[CH2:26][C:27]#[N:28].C([Li])(C)(C)C.CCCCC.C1C=CC(S(N(S(C2C=CC=CC=2)(=O)=O)[F:49])(=O)=O)=CC=1. The catalyst is O1CCCC1. The product is [F:49][CH:26]([C:4]1[C:5]2[CH2:6][C:7]([CH3:24])([CH3:25])[N:8]=[C:9]([C:18]3[CH:23]=[CH:22][CH:21]=[CH:20][CH:19]=3)[C:10]=2[C:11]2[CH2:15][C:14]([CH3:17])([CH3:16])[O:13][C:12]=2[C:3]=1[O:2][CH3:1])[C:27]#[N:28]. The yield is 0.630. (5) The reactants are [C:1](=[O:23])([O:21][CH3:22])[O:2][C:3]1[CH:8]=[C:7]([N+:9]([O-])=O)[C:6]([C:12]([CH3:15])([CH3:14])[CH3:13])=[CH:5][C:4]=1[C:16]1[CH2:20][CH2:19][CH2:18][CH:17]=1. The catalyst is C(O)C.[Pd]. The product is [C:1](=[O:23])([O:21][CH3:22])[O:2][C:3]1[CH:8]=[C:7]([NH2:9])[C:6]([C:12]([CH3:15])([CH3:14])[CH3:13])=[CH:5][C:4]=1[CH:16]1[CH2:20][CH2:19][CH2:18][CH2:17]1. The yield is 0.920. (6) The reactants are [F:1][C:2]1[CH:35]=[C:34]([NH:36][S:37]([C:40]2[CH:45]=[CH:44][N+:43]([O-:46])=[CH:42][CH:41]=2)(=[O:39])=[O:38])[CH:33]=[CH:32][C:3]=1[C:4]([NH:6][C@@H:7]([CH2:11][C:12]1[CH:17]=[CH:16][C:15]([N:18]2[C:23](=[O:24])[C:22]3[CH:25]=[CH:26][N+:27]([O-:29])=[CH:28][C:21]=3[N:20]([CH3:30])[C:19]2=[O:31])=[CH:14][CH:13]=1)[C:8]([OH:10])=[O:9])=[O:5].Cl.O1CCOCC1.[CH:54](O)([CH3:56])[CH3:55]. No catalyst specified. The product is [F:1][C:2]1[CH:35]=[C:34]([NH:36][S:37]([C:40]2[CH:41]=[CH:42][N+:43]([O-:46])=[CH:44][CH:45]=2)(=[O:38])=[O:39])[CH:33]=[CH:32][C:3]=1[C:4]([NH:6][C@@H:7]([CH2:11][C:12]1[CH:17]=[CH:16][C:15]([N:18]2[C:23](=[O:24])[C:22]3[CH:25]=[CH:26][N+:27]([O-:29])=[CH:28][C:21]=3[N:20]([CH3:30])[C:19]2=[O:31])=[CH:14][CH:13]=1)[C:8]([O:10][CH:54]([CH3:56])[CH3:55])=[O:9])=[O:5]. The yield is 0.270. (7) The reactants are [CH2:1]([N:8]1[C:16]2[C:11](=[CH:12][C:13]([Br:17])=[CH:14][CH:15]=2)[C:10]([C:18]([O:20]C)=[O:19])=[N:9]1)[C:2]1[CH:7]=[CH:6][CH:5]=[CH:4][CH:3]=1.[OH-].[Na+].Cl. The catalyst is CO. The product is [CH2:1]([N:8]1[C:16]2[C:11](=[CH:12][C:13]([Br:17])=[CH:14][CH:15]=2)[C:10]([C:18]([OH:20])=[O:19])=[N:9]1)[C:2]1[CH:3]=[CH:4][CH:5]=[CH:6][CH:7]=1. The yield is 0.916.